Task: Predict the reaction yield, written as a fraction of the theoretical maximum amount of product (1.0 means a 100% yield; for example, 0.34 means a 34% yield).. Dataset: Reaction yield outcomes from USPTO patents with 853,638 reactions The reactants are [Br:1][C:2]1[CH:7]=[CH:6][C:5]([NH:8][C:9]2[C:10]([C:26]([OH:28])=O)=[CH:11][C:12]3[N:16]([CH2:17][CH:18]4[CH2:23][CH2:22][CH2:21][CH2:20][O:19]4)[CH:15]=[N:14][C:13]=3[C:24]=2[F:25])=[C:4]([Cl:29])[CH:3]=1.C1C=CC2N(O)N=NC=2C=1.C(N(CC)CC)C.[CH:47]([O:49][CH2:50][CH2:51][O:52][NH2:53])=[CH2:48].CCN=C=NCCCN(C)C. The catalyst is CN(C)C=O.C(OCC)(=O)C.O. The product is [CH:47]([O:49][CH2:50][CH2:51][O:52][NH:53][C:26]([C:10]1[C:9]([NH:8][C:5]2[CH:6]=[CH:7][C:2]([Br:1])=[CH:3][C:4]=2[Cl:29])=[C:24]([F:25])[C:13]2[N:14]=[CH:15][N:16]([CH2:17][CH:18]3[CH2:23][CH2:22][CH2:21][CH2:20][O:19]3)[C:12]=2[CH:11]=1)=[O:28])=[CH2:48]. The yield is 0.790.